The task is: Predict the reaction yield, written as a fraction of the theoretical maximum amount of product (1.0 means a 100% yield; for example, 0.34 means a 34% yield).. This data is from Reaction yield outcomes from USPTO patents with 853,638 reactions. (1) No catalyst specified. The product is [OH:1][C:2]1[CH:10]=[C:9]2[C:5]([C:6](=[N:19][NH:18][C:20]3[CH:31]=[CH:30][C:23]([CH2:24][S:25](=[O:27])(=[O:26])[NH:28][CH3:29])=[CH:22][CH:21]=3)[C:7](=[O:11])[NH:8]2)=[CH:4][C:3]=1[NH:8][C:7](=[O:11])[CH3:6]. The reactants are [OH:1][C:2]1[CH:10]=[C:9]2[C:5]([C:6](=O)[C:7](=[O:11])[NH:8]2)=[C:4](NC(=O)C)[CH:3]=1.Cl.[NH:18]([C:20]1[CH:31]=[CH:30][C:23]([CH2:24][S:25]([NH:28][CH3:29])(=[O:27])=[O:26])=[CH:22][CH:21]=1)[NH2:19]. The yield is 0.0400. (2) The reactants are [N:1]([C:4]1[CH:14]=[CH:13][C:7]([C:8]([NH:10][CH2:11][CH3:12])=[O:9])=[CH:6][C:5]=1[O:15][CH2:16][CH3:17])=[N+:2]=[N-:3].[C:18]([O:22][CH2:23][CH3:24])(=[O:21])[C:19]#[CH:20]. The catalyst is C1(C)C=CC=CC=1. The product is [CH2:16]([O:15][C:5]1[CH:6]=[C:7]([C:8]([NH:10][CH2:11][CH3:12])=[O:9])[CH:13]=[CH:14][C:4]=1[N:1]1[CH:20]=[C:19]([C:18]([O:22][CH2:23][CH3:24])=[O:21])[N:3]=[N:2]1)[CH3:17]. The yield is 0.600. (3) The reactants are [CH:1]1([NH:5][C:6]2[CH:7]=[C:8]([CH:11]=[CH:12][C:13]=2[N+:14]([O-])=O)[C:9]#[N:10])[CH2:4][CH2:3][CH2:2]1.[Cl-].[NH4+]. The catalyst is CCO.O.CCOC(C)=O.[Fe]. The product is [NH2:14][C:13]1[CH:12]=[CH:11][C:8]([C:9]#[N:10])=[CH:7][C:6]=1[NH:5][CH:1]1[CH2:2][CH2:3][CH2:4]1. The yield is 0.740. (4) The reactants are [CH3:1][O:2][C:3]1[CH:8]=[CH:7][C:6]([O:9][CH2:10][O:11][CH3:12])=[CH:5][N:4]=1.C[Li].CN([CH:18]=[O:19])C. The catalyst is C1COCC1.C(NC(C)C)(C)C. The product is [CH3:1][O:2][C:3]1[CH:8]=[C:7]([C:6]([O:9][CH2:10][O:11][CH3:12])=[CH:5][N:4]=1)[CH:18]=[O:19]. The yield is 0.957. (5) The reactants are Cl.[NH:2]1[CH2:5][CH:4]([C:6]2[C:11]([O:12][C:13]3[CH:18]=[CH:17][CH:16]=[CH:15][C:14]=3[O:19][CH3:20])=[N:10][CH:9]=[CH:8][N:7]=2)[CH2:3]1.CN(C(ON1N=NC2C=CC=NC1=2)=[N+](C)C)C.F[P-](F)(F)(F)(F)F.[NH:45]1[C:49]2[CH:50]=[CH:51][CH:52]=[CH:53][C:48]=2[N:47]=[C:46]1[C:54](O)=[O:55].C([O-])([O-])=O.[Na+].[Na+]. The catalyst is C(Cl)Cl.O.CC#N. The product is [NH:45]1[C:49]2[CH:50]=[CH:51][CH:52]=[CH:53][C:48]=2[N:47]=[C:46]1[C:54]([N:2]1[CH2:3][CH:4]([C:6]2[C:11]([O:12][C:13]3[CH:18]=[CH:17][CH:16]=[CH:15][C:14]=3[O:19][CH3:20])=[N:10][CH:9]=[CH:8][N:7]=2)[CH2:5]1)=[O:55]. The yield is 0.270. (6) The reactants are F[C:2](F)(F)[C:3]([OH:5])=O.[Cl:8][C:9]1[CH:14]=[CH:13][C:12]([C@H:15]([N:17]2[C:21]3[CH:22]=[C:23]([N:26]4[CH2:31][CH2:30][NH:29][C@H:28]([CH3:32])[CH2:27]4)[CH:24]=[CH:25][C:20]=3[N:19]=[CH:18]2)[CH3:16])=[C:11]([C:33]([F:36])([F:35])[F:34])[CH:10]=1. The catalyst is ClCCl. The product is [Cl:8][C:9]1[CH:14]=[CH:13][C:12]([C@H:15]([N:17]2[C:21]3[CH:22]=[C:23]([N:26]4[CH2:31][CH2:30][N:29]([C:3]([C@H:2]5[CH2:11][CH2:12][CH2:15][NH:17]5)=[O:5])[C@H:28]([CH3:32])[CH2:27]4)[CH:24]=[CH:25][C:20]=3[N:19]=[CH:18]2)[CH3:16])=[C:11]([C:33]([F:36])([F:34])[F:35])[CH:10]=1. The yield is 0.520.